From a dataset of Kir2.1 potassium channel HTS with 301,493 compounds. Binary Classification. Given a drug SMILES string, predict its activity (active/inactive) in a high-throughput screening assay against a specified biological target. (1) The compound is [O-][N+](=O)c1cc(c2nn(cc2CNCc2ccccc2)CCC#N)ccc1. The result is 0 (inactive). (2) The drug is s1c(C(=O)NCC(=O)N(C(c2ccc(cc2)C)C(=O)NCc2occc2)c2ccc(cc2)C)ccc1. The result is 0 (inactive). (3) The molecule is o1c(c(nc1c1c(c(c(OC)cc1)C)C)CN1C(CCCC1)c1n(ccn1)C)C. The result is 0 (inactive). (4) The compound is S(=O)(=O)(N(c1c2c(c(OC(=O)c3ccncc3)cc1)cccc2)C(=O)c1ccncc1)c1c(cc(cc1)C)C. The result is 0 (inactive). (5) The drug is ClC(C(=O)C(C)(C)C)C(=O)Nc1ccccc1. The result is 0 (inactive). (6) The result is 0 (inactive). The drug is Clc1ccc(CNC(=O)CN(CC)C(=O)c2ccc(S(=O)(=O)N(C)C)cc2)cc1. (7) The drug is S(C(CC)C(=O)Nc1noc(c1)C)c1sc2c(n1)cccc2. The result is 0 (inactive).